Task: Predict which catalyst facilitates the given reaction.. Dataset: Catalyst prediction with 721,799 reactions and 888 catalyst types from USPTO Reactant: [NH:1]1[C:5]2[CH:6]=[CH:7][CH:8]=[CH:9][C:4]=2[N:3]=[C:2]1[S:10][CH2:11][C:12]([O:14][CH2:15][CH3:16])=[O:13].C(OCC)C.[H-].[Na+].[CH2:24](Br)[C:25]1[CH:30]=[CH:29][CH:28]=[CH:27][CH:26]=1. Product: [CH2:24]([N:1]1[C:5]2[CH:6]=[CH:7][CH:8]=[CH:9][C:4]=2[N:3]=[C:2]1[S:10][CH2:11][C:12]([O:14][CH2:15][CH3:16])=[O:13])[C:25]1[CH:30]=[CH:29][CH:28]=[CH:27][CH:26]=1. The catalyst class is: 9.